Dataset: Reaction yield outcomes from USPTO patents with 853,638 reactions. Task: Predict the reaction yield, written as a fraction of the theoretical maximum amount of product (1.0 means a 100% yield; for example, 0.34 means a 34% yield). (1) The reactants are [C:1]([C:5]1[CH:10]=[CH:9][CH:8]=[CH:7][C:6]=1[CH:11]1[CH2:16][CH2:15][N:14]([C:17]([C@@H:19]2[C@@H:23]([OH:24])[CH2:22][CH2:21][N:20]2C(OC(C)(C)C)=O)=[O:18])[CH2:13][CH2:12]1)([CH3:4])([CH3:3])[CH3:2].C(O)(C(F)(F)F)=O. The catalyst is C(Cl)Cl. The product is [C:1]([C:5]1[CH:10]=[CH:9][CH:8]=[CH:7][C:6]=1[CH:11]1[CH2:12][CH2:13][N:14]([C:17]([C@@H:19]2[C@@H:23]([OH:24])[CH2:22][CH2:21][NH:20]2)=[O:18])[CH2:15][CH2:16]1)([CH3:4])([CH3:2])[CH3:3]. The yield is 0.760. (2) The reactants are [N:1]12[CH2:8][CH2:7][CH:4]([CH2:5][CH2:6]1)[CH:3]([NH2:9])[CH2:2]2.C1N=CN([C:15](N2C=NC=C2)=[O:16])C=1.[Br:22][C:23]1[CH:24]=[C:25]([C:29]([NH2:32])([CH3:31])[CH3:30])[CH:26]=[CH:27][CH:28]=1. No catalyst specified. The product is [N:1]12[CH2:8][CH2:7][CH:4]([CH2:5][CH2:6]1)[CH:3]([NH:9][C:15]([NH:32][C:29]([C:25]1[CH:26]=[CH:27][CH:28]=[C:23]([Br:22])[CH:24]=1)([CH3:30])[CH3:31])=[O:16])[CH2:2]2. The yield is 0.750. (3) The reactants are [CH2:1]([NH:13][C:14](=[O:45])[C:15]1[CH:20]=[C:19]([C:21]2[CH:26]=[CH:25][CH:24]=[C:23]([C:27]([F:30])([F:29])[F:28])[CH:22]=2)[C:18]([O:31][CH2:32][CH2:33][OH:34])=[C:17]([C:35]2[CH:40]=[CH:39][CH:38]=[C:37]([C:41]([F:44])([F:43])[F:42])[CH:36]=2)[CH:16]=1)[CH2:2][CH2:3][CH2:4][CH2:5][CH2:6][CH2:7][CH2:8][CH2:9][CH2:10][CH2:11][CH3:12].C[N+]1([O-])CC[O:50]CC1.OS([O-])=O.[Na+].Cl. The catalyst is CC#N.CCC[N+](CCC)(CCC)CCC.[O-][Ru](=O)(=O)=O. The product is [CH2:1]([NH:13][C:14]([C:15]1[CH:16]=[C:17]([C:35]2[CH:40]=[CH:39][CH:38]=[C:37]([C:41]([F:42])([F:43])[F:44])[CH:36]=2)[C:18]([O:31][CH2:32][C:33]([OH:50])=[O:34])=[C:19]([C:21]2[CH:26]=[CH:25][CH:24]=[C:23]([C:27]([F:29])([F:30])[F:28])[CH:22]=2)[CH:20]=1)=[O:45])[CH2:2][CH2:3][CH2:4][CH2:5][CH2:6][CH2:7][CH2:8][CH2:9][CH2:10][CH2:11][CH3:12]. The yield is 0.340. (4) The reactants are [Br:1][C:2]1[CH:3]=[C:4]2[C:8](=[CH:9][CH:10]=1)[NH:7][C:6](=[O:11])[C:5]2=[CH:12][C:13]1[NH:17][C:16]([CH:18]([CH3:20])[CH3:19])=[C:15]([C:21](O)=[O:22])[C:14]=1[C:24]1[CH:29]=[CH:28][CH:27]=[CH:26][CH:25]=1.[N:30]1([CH2:35][CH2:36][CH2:37][NH2:38])[CH2:34][CH2:33][CH2:32][CH2:31]1. No catalyst specified. The product is [N:30]1([CH2:35][CH2:36][CH2:37][NH:38][C:21]([C:15]2[C:14]([C:24]3[CH:29]=[CH:28][CH:27]=[CH:26][CH:25]=3)=[C:13]([CH:12]=[C:5]3[C:4]4[C:8](=[CH:9][CH:10]=[C:2]([Br:1])[CH:3]=4)[NH:7][C:6]3=[O:11])[NH:17][C:16]=2[CH:18]([CH3:20])[CH3:19])=[O:22])[CH2:34][CH2:33][CH2:32][CH2:31]1. The yield is 0.660. (5) The reactants are FC(F)(F)C1C=C(NC(=O)NC2C=CC(C3SC(CCC(O)=O)=NC=3)=CC=2)C=CC=1.[F:31][C:32]1[CH:33]=[C:34]([NH:39][C:40](=[O:63])[NH:41][C:42]2[CH:47]=[CH:46][C:45]([C:48]3[S:52][C:51]([CH:53]4[CH2:58][CH2:57][CH:56]([C:59]([O:61]C)=[O:60])[CH2:55][CH2:54]4)=[N:50][CH:49]=3)=[CH:44][CH:43]=2)[CH:35]=[CH:36][C:37]=1[F:38]. No catalyst specified. The product is [F:31][C:32]1[CH:33]=[C:34]([NH:39][C:40](=[O:63])[NH:41][C:42]2[CH:43]=[CH:44][C:45]([C:48]3[S:52][C:51]([CH:53]4[CH2:54][CH2:55][CH:56]([C:59]([OH:61])=[O:60])[CH2:57][CH2:58]4)=[N:50][CH:49]=3)=[CH:46][CH:47]=2)[CH:35]=[CH:36][C:37]=1[F:38]. The yield is 0.520. (6) The reactants are [F:1][C:2]([F:25])([F:24])[O:3][C:4]1[CH:5]=[C:6]([C:10]2[N:11]=[C:12]3[C:17]([C:18]([O:20]CC)=[O:19])=[CH:16][CH:15]=[CH:14][N:13]3[CH:23]=2)[CH:7]=[CH:8][CH:9]=1. The catalyst is Cl.C(O)C. The product is [F:25][C:2]([F:1])([F:24])[O:3][C:4]1[CH:5]=[C:6]([C:10]2[N:11]=[C:12]3[C:17]([C:18]([OH:20])=[O:19])=[CH:16][CH:15]=[CH:14][N:13]3[CH:23]=2)[CH:7]=[CH:8][CH:9]=1. The yield is 0.980. (7) The reactants are C(OC(N[C:9]1[C:10]([CH3:21])=[C:11]([C:17](I)=[CH:18][CH:19]=1)[CH2:12][O:13][C:14](=[O:16])[CH3:15])=O)(C)(C)C.[CH2:22]=[C:23]1[CH2:28][CH2:27][O:26][C:24]1=[O:25].[C:29]([O-:32])(=[O:31])C.[K+]. The catalyst is CN(C)C=O.C([O-])(=O)C.[Pd+2].C([O-])(=O)C. The product is [C:14]([O:13][CH2:12][C:11]1[C:17]([CH2:22][C:23]2[C:24](=[O:25])[O:26][CH2:27][CH:28]=2)=[CH:18][CH:19]=[C:9]([C:29]([O:32][C:10]([CH3:21])([CH3:11])[CH3:9])=[O:31])[C:10]=1[CH3:21])(=[O:16])[CH3:15]. The yield is 0.540. (8) The reactants are FC(F)(F)S(O[C:7]1[N:12]=[C:11]2[N:13]=[C:14]([O:17][CH2:18][C:19]3[CH:24]=[CH:23][C:22]([O:25][CH3:26])=[CH:21][CH:20]=3)[CH:15]=[CH:16][C:10]2=[N:9][CH:8]=1)(=O)=O.[Br-:29]. The catalyst is C1(C)C=CC=CC=1.[Br-].C([N+](CCCC)(CCCC)CCCC)CCC. The product is [Br:29][C:7]1[N:12]=[C:11]2[N:13]=[C:14]([O:17][CH2:18][C:19]3[CH:24]=[CH:23][C:22]([O:25][CH3:26])=[CH:21][CH:20]=3)[CH:15]=[CH:16][C:10]2=[N:9][CH:8]=1. The yield is 1.00.